Dataset: Full USPTO retrosynthesis dataset with 1.9M reactions from patents (1976-2016). Task: Predict the reactants needed to synthesize the given product. (1) Given the product [CH2:1]([O:8][C:9](=[O:29])[NH:10][C@@H:11]([CH3:28])[CH2:12][N:13]1[C:21]2[C:16](=[CH:17][CH:18]=[C:19]3[O:24][C:23]([CH2:25][N:26]=[N+:34]=[N-:35])=[CH:22][C:20]3=2)[CH:15]=[N:14]1)[C:2]1[CH:7]=[CH:6][CH:5]=[CH:4][CH:3]=1, predict the reactants needed to synthesize it. The reactants are: [CH2:1]([O:8][C:9](=[O:29])[NH:10][C@@H:11]([CH3:28])[CH2:12][N:13]1[C:21]2[C:16](=[CH:17][CH:18]=[C:19]3[O:24][C:23]([C:25](=O)[NH2:26])=[CH:22][C:20]3=2)[CH:15]=[N:14]1)[C:2]1[CH:7]=[CH:6][CH:5]=[CH:4][CH:3]=1.S(Cl)(Cl)=O.[N-:34]=[N+:35]=[N-].[Na+]. (2) Given the product [CH2:20]([N:22]([CH2:23][C:24]1[CH:29]=[CH:28][CH:27]=[CH:26][CH:25]=1)[C:17](=[O:19])[CH2:16][O:15][CH2:13][CH3:14])[CH3:21], predict the reactants needed to synthesize it. The reactants are: C(N1C=CN=C1)(N1C=CN=C1)=O.[CH2:13]([O:15][CH2:16][C:17]([OH:19])=O)[CH3:14].[CH2:20]([NH:22][CH2:23][C:24]1[CH:29]=[CH:28][CH:27]=[CH:26][CH:25]=1)[CH3:21].